Dataset: Full USPTO retrosynthesis dataset with 1.9M reactions from patents (1976-2016). Task: Predict the reactants needed to synthesize the given product. The reactants are: [CH:1]#[C:2][CH2:3][CH2:4][CH2:5][CH3:6].[Li]CCCC.Br[CH2:13][CH2:14][CH2:15][CH2:16][CH2:17][CH2:18][CH2:19][CH2:20][CH2:21][CH3:22]. Given the product [CH3:1][CH2:2][CH2:3][CH2:4][C:5]#[C:6][CH2:13][CH2:14][CH2:15][CH2:16][CH2:17][CH2:18][CH2:19][CH2:20][CH2:21][CH3:22], predict the reactants needed to synthesize it.